From a dataset of Forward reaction prediction with 1.9M reactions from USPTO patents (1976-2016). Predict the product of the given reaction. Given the reactants [NH2:1][C:2]1[CH:9]=[C:8]([O:10][CH3:11])[C:7]([O:12][CH2:13][CH2:14][CH2:15][N:16]2[CH2:21][CH2:20][O:19][CH2:18][CH2:17]2)=[CH:6][C:3]=1[C:4]#[N:5].C([OH:27])(CC)(C)C, predict the reaction product. The product is: [NH2:1][C:2]1[CH:9]=[C:8]([O:10][CH3:11])[C:7]([O:12][CH2:13][CH2:14][CH2:15][N:16]2[CH2:17][CH2:18][O:19][CH2:20][CH2:21]2)=[CH:6][C:3]=1[C:4]([NH2:5])=[O:27].